From a dataset of Forward reaction prediction with 1.9M reactions from USPTO patents (1976-2016). Predict the product of the given reaction. (1) Given the reactants I.[C@H:2]1([NH:11][C:12]2[CH:21]=[CH:20][C:19]3[C:14](=[CH:15][CH:16]=[C:17]([NH:22][C:23](=[NH:26])SC)[CH:18]=3)[N:13]=2)[C:10]2[C:5](=[CH:6][CH:7]=[CH:8][CH:9]=2)[CH2:4][CH2:3]1.[CH2:27]([NH2:34])[C:28]1[CH:33]=[CH:32][CH:31]=[CH:30][CH:29]=1, predict the reaction product. The product is: [CH2:27]([NH:34][C:23]([NH:22][C:17]1[CH:18]=[C:19]2[C:14](=[CH:15][CH:16]=1)[N:13]=[C:12]([NH:11][C@H:2]1[C:10]3[C:5](=[CH:6][CH:7]=[CH:8][CH:9]=3)[CH2:4][CH2:3]1)[CH:21]=[CH:20]2)=[NH:26])[C:28]1[CH:33]=[CH:32][CH:31]=[CH:30][CH:29]=1. (2) Given the reactants [NH2:1][C:2]1[N:3]([CH3:24])[C:4](=[O:23])[C:5]2([C:15]3[C:10](=[CH:11][CH:12]=[C:13](Br)[CH:14]=3)[O:9][CH:8]([C:17]3[CH:22]=[CH:21][CH:20]=[CH:19][CH:18]=3)[CH2:7]2)[N:6]=1.[F:25][C:26]([F:37])([F:36])[C:27]1[CH:28]=[C:29](B(O)O)[CH:30]=[CH:31][CH:32]=1, predict the reaction product. The product is: [NH2:1][C:2]1[N:3]([CH3:24])[C:4](=[O:23])[C:5]2([C:15]3[C:10](=[CH:11][CH:12]=[C:13]([C:31]4[CH:30]=[CH:29][CH:28]=[C:27]([C:26]([F:37])([F:36])[F:25])[CH:32]=4)[CH:14]=3)[O:9][CH:8]([C:17]3[CH:22]=[CH:21][CH:20]=[CH:19][CH:18]=3)[CH2:7]2)[N:6]=1.